From a dataset of Forward reaction prediction with 1.9M reactions from USPTO patents (1976-2016). Predict the product of the given reaction. The product is: [ClH:46].[ClH:46].[C:1]([C:3]1[C:7]2[CH2:8][C@@H:9]3[C@@H:14]([CH2:15][C:6]=2[S:5][C:4]=1[NH:31][CH3:32])[N:13]([CH3:16])[CH2:12][C@H:11]([C:17]([N:19]([CH2:20][CH2:21][CH3:22])[C:23]([NH:24][CH2:25][CH2:26][N:27]([CH3:28])[CH3:29])=[O:30])=[O:18])[CH2:10]3)#[N:2]. Given the reactants [C:1]([C:3]1[C:7]2[CH2:8][C@@H:9]3[C@@H:14]([CH2:15][C:6]=2[S:5][C:4]=1[N:31](C)[C:32](=O)OC(C)(C)C)[N:13]([CH3:16])[CH2:12][C@H:11]([C:17]([N:19]([C:23](=[O:30])[NH:24][CH2:25][CH2:26][N:27]([CH3:29])[CH3:28])[CH2:20][CH2:21][CH3:22])=[O:18])[CH2:10]3)#[N:2].C(OCC)(=O)C.[ClH:46], predict the reaction product.